Task: Predict the reactants needed to synthesize the given product.. Dataset: Retrosynthesis with 50K atom-mapped reactions and 10 reaction types from USPTO (1) Given the product CCc1ccc(Cc2ccc(C(N)=O)cc2O)cc1, predict the reactants needed to synthesize it. The reactants are: CCc1ccc(Cc2ccc(C(=O)OC)cc2O)cc1.[NH4+]. (2) The reactants are: O=C(Cl)c1ccc(C(=O)c2ccccc2)cc1.c1ccc2c(c1)CCc1ccccc1NC2. Given the product O=C(c1ccccc1)c1ccc(C(=O)N2Cc3ccccc3CCc3ccccc32)cc1, predict the reactants needed to synthesize it. (3) Given the product CCNc1ccc(C)c(O)c1, predict the reactants needed to synthesize it. The reactants are: CCBr.Cc1ccc(N)cc1O. (4) Given the product N[C@H](C(=O)N1C[C@H]2CC(F)(F)CN2C[C@H]1C(=O)N[C@@H]1CCOc2ccccc21)c1ccccc1, predict the reactants needed to synthesize it. The reactants are: CC(C)(C)OC(=O)N[C@H](C(=O)N1C[C@H]2CC(F)(F)CN2C[C@H]1C(=O)N[C@@H]1CCOc2ccccc21)c1ccccc1. (5) Given the product CCc1cc2c(NCc3ccc(Cl)c(Cl)c3)nc(-c3cccnc3)nc2s1, predict the reactants needed to synthesize it. The reactants are: CCc1cc2c(Cl)nc(-c3cccnc3)nc2s1.NCc1ccc(Cl)c(Cl)c1.